This data is from Catalyst prediction with 721,799 reactions and 888 catalyst types from USPTO. The task is: Predict which catalyst facilitates the given reaction. (1) Reactant: [CH3:1][N:2]1[CH:6]=[C:5]([NH:7][C:8]([C:10]2[N:11]([CH3:27])[CH:12]=[C:13]([NH:15][C:16]([C:18]3[N:19]([CH3:26])[CH:20]=[C:21]([N+:23]([O-:25])=[O:24])[CH:22]=3)=[O:17])[CH:14]=2)=[O:9])[CH:4]=[C:3]1[C:28](O)=[O:29].[ClH:31].Cl.[NH2:33][CH2:34][CH2:35][NH:36][C:37]([NH2:39])=[NH:38].O.ON1C2C=CC=CC=2N=N1.C(=O)(O)[O-].[Na+]. Product: [ClH:31].[CH3:1][N:2]1[CH:6]=[C:5]([NH:7][C:8]([C:10]2[N:11]([CH3:27])[CH:12]=[C:13]([NH:15][C:16]([C:18]3[N:19]([CH3:26])[CH:20]=[C:21]([N+:23]([O-:25])=[O:24])[CH:22]=3)=[O:17])[CH:14]=2)=[O:9])[CH:4]=[C:3]1[C:28]([NH:33][CH2:34][CH2:35][NH:36][C:37]([NH2:39])=[NH:38])=[O:29]. The catalyst class is: 3. (2) Reactant: [Br:1][C:2]1[CH:3]=[C:4]2[C:10]([I:11])=[CH:9][NH:8][C:5]2=[N:6][CH:7]=1.[H-].[Na+].[C:14]1([CH3:24])[CH:19]=[CH:18][C:17]([S:20](Cl)(=[O:22])=[O:21])=[CH:16][CH:15]=1. Product: [Br:1][C:2]1[CH:3]=[C:4]2[C:10]([I:11])=[CH:9][N:8]([S:20]([C:17]3[CH:18]=[CH:19][C:14]([CH3:24])=[CH:15][CH:16]=3)(=[O:22])=[O:21])[C:5]2=[N:6][CH:7]=1. The catalyst class is: 1. (3) Reactant: [C:1]([Si:5]([C:32]1[CH:37]=[CH:36][CH:35]=[CH:34][CH:33]=1)([C:26]1[CH:31]=[CH:30][CH:29]=[CH:28][CH:27]=1)[O:6][CH:7]1[CH2:12][CH2:11][N:10]([C:13]2[N:18]=[C:17]3[N:19](CN(C)C)[CH:20]=[N:21][C:16]3=[CH:15][CH:14]=2)[CH2:9][CH2:8]1)([CH3:4])([CH3:3])[CH3:2].[C:38]([O:42][C:43]([N:45]1[C:49]2=[CH:50][N:51]=[CH:52][C:53]([C:54]3[CH:59]=[C:58]([C:60](OC)=[O:61])[CH:57]=[CH:56][C:55]=3[C:64]#[N:65])=[C:48]2[CH:47]=[CH:46]1)=[O:44])([CH3:41])([CH3:40])[CH3:39].[Li+].CC([N-]C(C)C)C. Product: [C:38]([O:42][C:43]([N:45]1[C:49]2=[CH:50][N:51]=[CH:52][C:53]([C:54]3[CH:59]=[C:58]([C:60]([C:20]4[NH:19][C:17]5=[N:18][C:13]([N:10]6[CH2:11][CH2:12][CH:7]([O:6][Si:5]([C:1]([CH3:3])([CH3:2])[CH3:4])([C:26]7[CH:31]=[CH:30][CH:29]=[CH:28][CH:27]=7)[C:32]7[CH:33]=[CH:34][CH:35]=[CH:36][CH:37]=7)[CH2:8][CH2:9]6)=[CH:14][CH:15]=[C:16]5[N:21]=4)=[O:61])[CH:57]=[CH:56][C:55]=3[C:64]#[N:65])=[C:48]2[CH:47]=[CH:46]1)=[O:44])([CH3:41])([CH3:39])[CH3:40]. The catalyst class is: 1. (4) Reactant: [Cl:1][CH2:2][C:3](N(OC)C)=[O:4].[CH:9]1([Mg]Br)[CH2:13][CH2:12][CH2:11][CH2:10]1. Product: [Cl:1][CH2:2][C:3]([CH:9]1[CH2:13][CH2:12][CH2:11][CH2:10]1)=[O:4]. The catalyst class is: 1. (5) Reactant: [Cl:1][C:2]1[CH:10]=[CH:9][C:5]([C:6](O)=[O:7])=[CH:4][C:3]=1[CH2:11][N:12]1[CH:16]=[CH:15][C:14]([NH:17][C:18]([C:20]2[C:25]([F:26])=[CH:24][CH:23]=[CH:22][C:21]=2[F:27])=[O:19])=[N:13]1.[C:28]([NH:31][NH2:32])(=[O:30])[CH3:29].CN(C(ON1N=NC2C=CC=NC1=2)=[N+](C)C)C.F[P-](F)(F)(F)(F)F.CCN(C(C)C)C(C)C. Product: [C:28]([NH:31][NH:32][C:6]([C:5]1[CH:9]=[CH:10][C:2]([Cl:1])=[C:3]([CH2:11][N:12]2[CH:16]=[CH:15][C:14]([NH:17][C:18](=[O:19])[C:20]3[C:25]([F:26])=[CH:24][CH:23]=[CH:22][C:21]=3[F:27])=[N:13]2)[CH:4]=1)=[O:7])(=[O:30])[CH3:29]. The catalyst class is: 174. (6) Reactant: CO.[F:3][C:4]1[CH:5]=[CH:6][C:7]([C@@H:10]2[CH2:14][N:13]([C:15]([O:17][C:18]([CH3:21])([CH3:20])[CH3:19])=[O:16])[CH2:12][C@H:11]2[C:22]([O:24]C)=[O:23])=[N:8][CH:9]=1.[OH-].[Na+]. Product: [C:18]([O:17][C:15]([N:13]1[CH2:14][C@@H:10]([C:7]2[CH:6]=[CH:5][C:4]([F:3])=[CH:9][N:8]=2)[C@H:11]([C:22]([OH:24])=[O:23])[CH2:12]1)=[O:16])([CH3:21])([CH3:19])[CH3:20]. The catalyst class is: 6.